This data is from Catalyst prediction with 721,799 reactions and 888 catalyst types from USPTO. The task is: Predict which catalyst facilitates the given reaction. (1) Product: [Br:1][C:2]1[CH:8]=[CH:7][C:5]([N:6]2[CH:12]=[CH:16][CH:15]=[CH:14]2)=[C:4]([F:9])[CH:3]=1. The catalyst class is: 15. Reactant: [Br:1][C:2]1[CH:8]=[CH:7][C:5]([NH2:6])=[C:4]([F:9])[CH:3]=1.CO[CH:12]1[CH2:16][CH2:15][CH:14](OC)O1. (2) Reactant: [CH3:1][C:2]1[CH:6]=[C:5]([CH3:7])[NH:4][N:3]=1.[H-].[Na+].[Cl:10][C:11]1[S:12][C:13]([CH2:16]Cl)=[CH:14][N:15]=1. Product: [Cl:10][C:11]1[S:12][C:13]([CH2:16][N:3]2[C:2]([CH3:1])=[CH:6][C:5]([CH3:7])=[N:4]2)=[CH:14][N:15]=1. The catalyst class is: 3. (3) Reactant: [CH2:1]([O:8][C:9](=[O:29])[CH2:10][CH:11](OS(C)(=O)=O)[CH2:12][NH:13][C:14]([O:16][CH2:17][C:18]1[CH:23]=[CH:22][CH:21]=[CH:20][CH:19]=1)=[O:15])[C:2]1[CH:7]=[CH:6][CH:5]=[CH:4][CH:3]=1.[C:30]([O-:33])(=[S:32])[CH3:31].[K+].CCN(C(C)C)C(C)C.O. Product: [CH2:1]([O:8][C:9](=[O:29])[CH2:10][CH:11]([S:32][C:30](=[O:33])[CH3:31])[CH2:12][NH:13][C:14]([O:16][CH2:17][C:18]1[CH:19]=[CH:20][CH:21]=[CH:22][CH:23]=1)=[O:15])[C:2]1[CH:3]=[CH:4][CH:5]=[CH:6][CH:7]=1. The catalyst class is: 3. (4) Reactant: [OH-].[K+].CC(C)CC(=O)C.C(O)(=O)C(O)=O.C(O)(=O)C(O)=O.[CH3:22][NH:23][C:24]1([C:30]2[CH:35]=[CH:34][CH:33]=[CH:32][CH:31]=2)[CH2:29][CH2:28][NH:27][CH2:26][CH2:25]1. Product: [CH3:22][NH:23][C:24]1([C:30]2[CH:35]=[CH:34][CH:33]=[CH:32][CH:31]=2)[CH2:25][CH2:26][NH:27][CH2:28][CH2:29]1. The catalyst class is: 6. (5) Reactant: [Br:1][C:2]1[CH:7]=[CH:6][C:5]([OH:8])=[C:4]([CH3:9])[CH:3]=1.C([O-])([O-])=O.[Cs+].[Cs+].[CH2:16](Br)[CH:17]=[CH2:18]. Product: [CH2:18]([O:8][C:5]1[CH:6]=[CH:7][C:2]([Br:1])=[CH:3][C:4]=1[CH3:9])[CH:17]=[CH2:16]. The catalyst class is: 598.